Predict the product of the given reaction. From a dataset of Forward reaction prediction with 1.9M reactions from USPTO patents (1976-2016). (1) Given the reactants [CH:1]([C:3]1[CH:13]=[CH:12][C:6]([C:7]([O:9][CH2:10][CH3:11])=[O:8])=[C:5]([CH3:14])[CH:4]=1)=O.[C:15]([O-])([O-])=O.[K+].[K+], predict the reaction product. The product is: [CH3:14][C:5]1[CH:4]=[C:3]([CH:1]=[CH2:15])[CH:13]=[CH:12][C:6]=1[C:7]([O:9][CH2:10][CH3:11])=[O:8]. (2) Given the reactants [CH3:1]N(CCN(C)C)C.C([Li])(C)(C)C.Br[C:15]1[CH:16]=[C:17]2[C:24]([CH:25]([CH2:28][CH3:29])[CH2:26][CH3:27])=[N:23][N:22]([CH3:30])[C:18]2=[N:19][C:20]=1[Cl:21].IC.C(=O)(O)[O-].[Na+], predict the reaction product. The product is: [Cl:21][C:20]1[N:19]=[C:18]2[N:22]([CH3:30])[N:23]=[C:24]([CH:25]([CH2:28][CH3:29])[CH2:26][CH3:27])[C:17]2=[CH:16][C:15]=1[CH3:1]. (3) Given the reactants [C:1]([O:5][C:6]([NH:8][C@H:9]([CH2:29][C:30]1[CH:35]=[C:34]([F:36])[C:33]([F:37])=[CH:32][C:31]=1[F:38])[CH2:10][C:11]([N:13]1[CH2:18][CH2:17][N:16]2[C:19]([C:25]([F:28])([F:27])[F:26])=[N:20][C:21]([C:22]([OH:24])=[O:23])=[C:15]2[CH2:14]1)=[O:12])=[O:7])([CH3:4])([CH3:3])[CH3:2].[C:39](=[O:47])([O:44][CH2:45][CH3:46])[O:40][CH:41](Cl)[CH3:42].[I-].[K+].C(=O)([O-])[O-].[K+].[K+], predict the reaction product. The product is: [CH2:41]([O:40][C:39]([O:44][CH2:45][CH2:46][O:23][C:22]([C:21]1[N:20]=[C:19]([C:25]([F:27])([F:28])[F:26])[N:16]2[CH2:17][CH2:18][N:13]([C:11](=[O:12])[CH2:10][C@H:9]([NH:8][C:6]([O:5][C:1]([CH3:4])([CH3:2])[CH3:3])=[O:7])[CH2:29][C:30]3[CH:35]=[C:34]([F:36])[C:33]([F:37])=[CH:32][C:31]=3[F:38])[CH2:14][C:15]=12)=[O:24])=[O:47])[CH3:42]. (4) Given the reactants O.[Na+].[CH3:3][N:4]1[C:12]2[C:7](=[CH:8][C:9]([NH:13][C:14]([C:16]3[C:17]([C:22]4[CH:27]=[CH:26][C:25]([C:28]([F:31])([F:30])[F:29])=[CH:24][CH:23]=4)=[CH:18][CH:19]=[CH:20][CH:21]=3)=[O:15])=[CH:10][CH:11]=2)[CH:6]=[C:5]1[C:32]([O-:34])=[O:33].Cl.C([OH:38])C, predict the reaction product. The product is: [OH2:15].[CH3:3][N:4]1[C:12]2[C:7](=[CH:8][C:9]([NH:13][C:14]([C:16]3[C:17]([C:22]4[CH:27]=[CH:26][C:25]([C:28]([F:30])([F:31])[F:29])=[CH:24][CH:23]=4)=[CH:18][CH:19]=[CH:20][CH:21]=3)=[O:15])=[CH:10][CH:11]=2)[CH:6]=[C:5]1[C:32]([OH:34])=[O:33].[CH3:3][N:4]1[C:12]2[C:7](=[CH:8][C:9]([NH:13][C:14]([C:16]3[C:17]([C:22]4[CH:27]=[CH:26][C:25]([C:28]([F:30])([F:31])[F:29])=[CH:24][CH:23]=4)=[CH:18][CH:19]=[CH:20][CH:21]=3)=[O:15])=[CH:10][CH:11]=2)[CH:6]=[C:5]1[C:32]([OH:34])=[O:33].[OH2:38].[CH3:3][N:4]1[C:12]2[C:7](=[CH:8][C:9]([NH:13][C:14]([C:16]3[C:17]([C:22]4[CH:27]=[CH:26][C:25]([C:28]([F:30])([F:31])[F:29])=[CH:24][CH:23]=4)=[CH:18][CH:19]=[CH:20][CH:21]=3)=[O:15])=[CH:10][CH:11]=2)[CH:6]=[C:5]1[C:32]([OH:34])=[O:33]. (5) Given the reactants C([O:8][N:9]([CH:21]=[O:22])[CH2:10][C@@H:11]([CH2:15][CH:16]1[CH2:20][CH2:19][CH2:18][CH2:17]1)[C:12]([OH:14])=O)C1C=CC=CC=1.Cl.[NH2:24][C@@H:25]([C:44]([CH3:47])([CH3:46])[CH3:45])[C:26]([N:28]1[CH2:33][CH2:32][CH:31]([NH:34][C:35](=[O:43])[C:36]2[CH:41]=[CH:40][C:39]([CH3:42])=[CH:38][CH:37]=2)[CH2:30][CH2:29]1)=[O:27], predict the reaction product. The product is: [CH:16]1([CH2:15][C@H:11]([CH2:10][N:9]([CH:21]=[O:22])[OH:8])[C:12]([NH:24][C@@H:25]([C:44]([CH3:47])([CH3:46])[CH3:45])[C:26]([N:28]2[CH2:29][CH2:30][CH:31]([NH:34][C:35](=[O:43])[C:36]3[CH:37]=[CH:38][C:39]([CH3:42])=[CH:40][CH:41]=3)[CH2:32][CH2:33]2)=[O:27])=[O:14])[CH2:17][CH2:18][CH2:19][CH2:20]1. (6) Given the reactants C(OC)(=O)C.[Cl:6][C:7]1[S:11][C:10]([S:12]([NH:15]C2C3CCC2(C(O)=O)CC2C=CC=CC=2C3)(=[O:14])=[O:13])=[CH:9][CH:8]=1.C(Cl)(=O)C(Cl)=O, predict the reaction product. The product is: [Cl:6][C:7]1[S:11][C:10]([S:12]([NH2:15])(=[O:14])=[O:13])=[CH:9][CH:8]=1. (7) Given the reactants [Br:1][C:2]1[CH:3]=[C:4]2[C:9](=[CH:10][CH:11]=1)[O:8][CH2:7][C:6]([CH3:13])([CH3:12])[C:5]2([NH:16][C:17](=[O:21])[C:18]([F:20])=C)[CH:14]=C, predict the reaction product. The product is: [Br:1][C:2]1[CH:3]=[C:4]2[C:5]3([CH:14]=[C:18]([F:20])[C:17](=[O:21])[NH:16]3)[C:6]([CH3:13])([CH3:12])[CH2:7][O:8][C:9]2=[CH:10][CH:11]=1. (8) Given the reactants [CH2:1]([O:3][C:4](=[O:14])[CH:5]([F:13])[C:6](=O)[C:7](OCC)=O)[CH3:2].[Br:15][C:16]1[CH:23]=[CH:22]C(C=O)=[CH:18][CH:17]=1, predict the reaction product. The product is: [Br:15][C:16]1[CH:23]=[CH:22][C:7](/[CH:6]=[C:5](\[F:13])/[C:4]([O:3][CH2:1][CH3:2])=[O:14])=[CH:18][CH:17]=1.